Dataset: Catalyst prediction with 721,799 reactions and 888 catalyst types from USPTO. Task: Predict which catalyst facilitates the given reaction. Reactant: [CH3:1][N:2]1[C:6]2=[N:7][C:8]([CH3:23])=[C:9]([C:19](OC)=[O:20])[C:10]([O:11][S:12]([C:15]([F:18])([F:17])[F:16])(=[O:14])=[O:13])=[C:5]2[CH2:4][CH2:3]1.CC(C[AlH]CC(C)C)C.C(C(C(C([O-])=O)O)O)([O-])=O.[K+].[Na+]. Product: [F:18][C:15]([F:16])([F:17])[S:12]([O:11][C:10]1[C:9]([CH2:19][OH:20])=[C:8]([CH3:23])[N:7]=[C:6]2[N:2]([CH3:1])[CH2:3][CH2:4][C:5]=12)(=[O:14])=[O:13]. The catalyst class is: 4.